From a dataset of Forward reaction prediction with 1.9M reactions from USPTO patents (1976-2016). Predict the product of the given reaction. Given the reactants [Br:1][C:2]1[CH:11]=[CH:10][C:5]2[NH:6]C(=O)[S:8][C:4]=2[CH:3]=1.[OH-].[Na+].C(O)(=O)C, predict the reaction product. The product is: [NH2:6][C:5]1[CH:10]=[CH:11][C:2]([Br:1])=[CH:3][C:4]=1[SH:8].